Dataset: Full USPTO retrosynthesis dataset with 1.9M reactions from patents (1976-2016). Task: Predict the reactants needed to synthesize the given product. Given the product [Cl:16][C:9]1[C:8]2[C:12](=[CH:13][CH:14]=[C:6]([N+:3]([O-:5])=[O:4])[CH:7]=2)[NH:11][N:10]=1, predict the reactants needed to synthesize it. The reactants are: [OH-].[Na+].[N+:3]([C:6]1[CH:7]=[C:8]2[C:12](=[CH:13][CH:14]=1)[NH:11][N:10]=[CH:9]2)([O-:5])=[O:4].[O-][Cl:16].[Na+].Cl.